From a dataset of Reaction yield outcomes from USPTO patents with 853,638 reactions. Predict the reaction yield, written as a fraction of the theoretical maximum amount of product (1.0 means a 100% yield; for example, 0.34 means a 34% yield). The reactants are Br[C:2]1[CH2:7][CH2:6][CH2:5][C:4](=[O:8])[CH:3]=1.[NH:9]1[C:17]2[C:12](=[CH:13][C:14](B3OC(C)(C)C(C)(C)O3)=[CH:15][CH:16]=2)[CH:11]=[CH:10]1. No catalyst specified. The product is [NH:9]1[C:17]2[C:12](=[CH:13][C:14]([C:2]3[CH2:7][CH2:6][CH2:5][C:4](=[O:8])[CH:3]=3)=[CH:15][CH:16]=2)[CH:11]=[CH:10]1. The yield is 0.830.